Dataset: Forward reaction prediction with 1.9M reactions from USPTO patents (1976-2016). Task: Predict the product of the given reaction. (1) Given the reactants [N+:1]([C:4]1[CH:5]=[N:6][N:7]([CH2:9][CH2:10][N:11]2[CH2:15][CH2:14][CH2:13][C:12]2=[O:16])[CH:8]=1)([O-])=O, predict the reaction product. The product is: [NH2:1][C:4]1[CH:5]=[N:6][N:7]([CH2:9][CH2:10][N:11]2[CH2:15][CH2:14][CH2:13][C:12]2=[O:16])[CH:8]=1. (2) Given the reactants [Br:1][C:2]1[CH:3]=[CH:4][C:5]([O:12]C)=[C:6]([CH2:8][C:9](=O)[CH3:10])[CH:7]=1.B(Br)(Br)Br.O, predict the reaction product. The product is: [Br:1][C:2]1[CH:3]=[CH:4][C:5]2[O:12][C:9]([CH3:10])=[CH:8][C:6]=2[CH:7]=1. (3) Given the reactants Br[C:2]1[CH:10]=[C:9]2[C:5]([CH2:6][C:7](=[O:11])[NH:8]2)=[CH:4][CH:3]=1.[B:12]1([B:12]2[O:16][C:15]([CH3:18])([CH3:17])[C:14]([CH3:20])([CH3:19])[O:13]2)[O:16][C:15]([CH3:18])([CH3:17])[C:14]([CH3:20])([CH3:19])[O:13]1.C([O-])(=O)C.[K+].C(Cl)Cl, predict the reaction product. The product is: [CH3:19][C:14]1([CH3:20])[C:15]([CH3:18])([CH3:17])[O:16][B:12]([C:2]2[CH:10]=[C:9]3[C:5]([CH2:6][C:7](=[O:11])[NH:8]3)=[CH:4][CH:3]=2)[O:13]1. (4) Given the reactants [C:1]1([CH:7]([C:34]2[CH:39]=[CH:38][CH:37]=[CH:36][CH:35]=2)[N:8]2[C:16]3[C:11](=[C:12]([O:19][CH3:20])[CH:13]=[C:14]([O:17][CH3:18])[CH:15]=3)[C:10](O)([C:21]3[C:30]([OH:31])=[CH:29][C:24]4[O:25][CH2:26][CH2:27][O:28][C:23]=4[CH:22]=3)[C:9]2=[O:33])[CH:6]=[CH:5][CH:4]=[CH:3][CH:2]=1.ClC1C=CC=C2C=1C(O)(C1C(O)=CC3OCCC=3C=1)C(=O)N2C(C1C=CC=CC=1)C1C=CC=CC=1, predict the reaction product. The product is: [C:34]1([CH:7]([C:1]2[CH:6]=[CH:5][CH:4]=[CH:3][CH:2]=2)[N:8]2[C:16]3[C:11](=[C:12]([O:19][CH3:20])[CH:13]=[C:14]([O:17][CH3:18])[CH:15]=3)[CH:10]([C:21]3[C:30]([OH:31])=[CH:29][C:24]4[O:25][CH2:26][CH2:27][O:28][C:23]=4[CH:22]=3)[C:9]2=[O:33])[CH:35]=[CH:36][CH:37]=[CH:38][CH:39]=1. (5) Given the reactants [Cl:1][CH2:2][C:3]([O:5][CH2:6][CH3:7])=[O:4].[CH:8](OCC)=[O:9].CC(C)([O-])C.[K+:18], predict the reaction product. The product is: [Cl:1]/[C:2](/[C:3]([O:5][CH2:6][CH3:7])=[O:4])=[CH:8]/[O-:9].[K+:18]. (6) Given the reactants [Br:1][C:2]1[CH:3]=[C:4]2[C:9](=[CH:10][CH:11]=1)[C:8]([CH2:12][N:13]1[C:19](=[O:20])[C@@H:18]([NH:21][C:22](=[O:34])[C@@H:23]([N:25](C)[C:26](=O)OC(C)(C)C)[CH3:24])[C@H:17]([CH3:35])[N:16]([C:36](=[O:42])[CH2:37][S:38]([CH3:41])(=[O:40])=[O:39])[C:15]3[CH:43]=[CH:44][CH:45]=[CH:46][C:14]1=3)=[C:7]([O:47][CH3:48])[CH:6]=[CH:5]2.[ClH:49], predict the reaction product. The product is: [ClH:49].[Br:1][C:2]1[CH:3]=[C:4]2[C:9](=[CH:10][CH:11]=1)[C:8]([CH2:12][N:13]1[C:19](=[O:20])[C@@H:18]([NH:21][C:22](=[O:34])[C@@H:23]([NH:25][CH3:26])[CH3:24])[C@H:17]([CH3:35])[N:16]([C:36](=[O:42])[CH2:37][S:38]([CH3:41])(=[O:40])=[O:39])[C:15]3[CH:43]=[CH:44][CH:45]=[CH:46][C:14]1=3)=[C:7]([O:47][CH3:48])[CH:6]=[CH:5]2. (7) Given the reactants C([N:8]1[CH2:12][CH2:11][C:10]([NH:22][C:23](=[O:29])[O:24][C:25]([CH3:28])([CH3:27])[CH3:26])([CH2:13][O:14][Si:15]([C:18]([CH3:21])([CH3:20])[CH3:19])([CH3:17])[CH3:16])[CH2:9]1)C1C=CC=CC=1, predict the reaction product. The product is: [Si:15]([O:14][CH2:13][C:10]1([NH:22][C:23](=[O:29])[O:24][C:25]([CH3:28])([CH3:27])[CH3:26])[CH2:11][CH2:12][NH:8][CH2:9]1)([C:18]([CH3:21])([CH3:20])[CH3:19])([CH3:17])[CH3:16]. (8) The product is: [C:13]([C:17]1[N:22]=[C:21]([N:23]2[CH2:24][CH2:25][N:26]([CH2:29][CH2:30][CH2:31][CH2:32][NH:33][C:10]([C:2]3[N:1]=[C:5]4[CH:6]=[CH:7][CH:8]=[CH:9][N:4]4[CH:3]=3)=[O:12])[CH2:27][CH2:28]2)[CH:20]=[C:19]([C:34]([CH3:37])([CH3:36])[CH3:35])[N:18]=1)([CH3:16])([CH3:15])[CH3:14]. Given the reactants [N:1]1[C:2]([C:10]([OH:12])=O)=[CH:3][N:4]2[CH:9]=[CH:8][CH:7]=[CH:6][C:5]=12.[C:13]([C:17]1[N:22]=[C:21]([N:23]2[CH2:28][CH2:27][N:26]([CH2:29][CH2:30][CH2:31][CH2:32][NH2:33])[CH2:25][CH2:24]2)[CH:20]=[C:19]([C:34]([CH3:37])([CH3:36])[CH3:35])[N:18]=1)([CH3:16])([CH3:15])[CH3:14], predict the reaction product. (9) Given the reactants Cl.[F:2][C:3]1[CH:8]=[C:7]([F:9])[CH:6]=[CH:5][C:4]=1[CH:10]1[N:14]([C:15]2[CH:20]=[CH:19][CH:18]=[C:17]([N:21]3[CH2:26][CH2:25][NH:24][CH2:23][CH2:22]3)[CH:16]=2)[N:13]=[C:12]([C:27]([F:33])([F:32])[C:28]([F:31])([F:30])[F:29])[CH2:11]1.C(N(CC)CC)C.[CH3:41][S:42](Cl)(=[O:44])=[O:43], predict the reaction product. The product is: [F:2][C:3]1[CH:8]=[C:7]([F:9])[CH:6]=[CH:5][C:4]=1[CH:10]1[N:14]([C:15]2[CH:20]=[CH:19][CH:18]=[C:17]([N:21]3[CH2:26][CH2:25][N:24]([S:42]([CH3:41])(=[O:44])=[O:43])[CH2:23][CH2:22]3)[CH:16]=2)[N:13]=[C:12]([C:27]([F:33])([F:32])[C:28]([F:31])([F:30])[F:29])[CH2:11]1.